This data is from Reaction yield outcomes from USPTO patents with 853,638 reactions. The task is: Predict the reaction yield, written as a fraction of the theoretical maximum amount of product (1.0 means a 100% yield; for example, 0.34 means a 34% yield). (1) The reactants are [CH3:1][C:2]([O:5][C:6]([NH:8][C@@H:9]([C:12]([O:14]C)=O)[CH2:10]I)=[O:7])([CH3:4])[CH3:3].Br[C:17]1[C:22]([NH2:23])=[CH:21][C:20]([Br:24])=[CH:19][N:18]=1.C(=O)([O-])[O-].[K+].[K+].CCCCCC. The catalyst is CN(C=O)C.[Zn].Cl[Pd](Cl)([P](C1C=CC=CC=1)(C1C=CC=CC=1)C1C=CC=CC=1)[P](C1C=CC=CC=1)(C1C=CC=CC=1)C1C=CC=CC=1.II. The product is [Br:24][C:20]1[CH:21]=[C:22]2[C:17]([CH2:10][CH:9]([NH:8][C:6](=[O:7])[O:5][C:2]([CH3:1])([CH3:3])[CH3:4])[C:12](=[O:14])[NH:23]2)=[N:18][CH:19]=1. The yield is 0.737. (2) The reactants are [F:1][C:2]1[CH:7]=[CH:6][C:5]([N:8]2[CH2:13][CH2:12][NH:11][CH2:10][CH2:9]2)=[C:4]([S:14]([CH3:17])(=[O:16])=[O:15])[CH:3]=1.[CH:18]1[C:27]2[C:22](=[CH:23][CH:24]=[CH:25][CH:26]=2)[CH:21]=[CH:20][C:19]=1[S:28](Cl)(=[O:30])=[O:29].C(N(C(C)C)CC)(C)C. The catalyst is ClCCl. The product is [F:1][C:2]1[CH:7]=[CH:6][C:5]([N:8]2[CH2:9][CH2:10][N:11]([S:28]([C:19]3[CH:20]=[CH:21][C:22]4[C:27](=[CH:26][CH:25]=[CH:24][CH:23]=4)[CH:18]=3)(=[O:30])=[O:29])[CH2:12][CH2:13]2)=[C:4]([S:14]([CH3:17])(=[O:16])=[O:15])[CH:3]=1. The yield is 0.618. (3) The reactants are C(=O)=O.CC(C)=O.[Br:8][C:9]1[CH:10]=[C:11]([C:15]2[CH:32]=[C:18]3[C:19]([OH:31])=[C:20]([C:24]([O:26][C:27]([CH3:30])([CH3:29])[CH3:28])=[O:25])[C:21]([CH3:23])=[CH:22][N:17]3[N:16]=2)[CH:12]=[CH:13][CH:14]=1.CCN(CC)CC.[S:40](O[S:40]([C:43]([F:46])([F:45])[F:44])(=[O:42])=[O:41])([C:43]([F:46])([F:45])[F:44])(=[O:42])=[O:41]. The catalyst is C(Cl)Cl. The product is [Br:8][C:9]1[CH:10]=[C:11]([C:15]2[CH:32]=[C:18]3[C:19]([O:31][S:40]([C:43]([F:46])([F:45])[F:44])(=[O:42])=[O:41])=[C:20]([C:24]([O:26][C:27]([CH3:29])([CH3:28])[CH3:30])=[O:25])[C:21]([CH3:23])=[CH:22][N:17]3[N:16]=2)[CH:12]=[CH:13][CH:14]=1. The yield is 0.910. (4) The product is [Br:25][C:26]1[CH:27]=[C:28]2[O:41][CH2:40][CH2:39][O:38][C:29]2=[C:30]2[C:34]=1[N:33]([CH2:35][CH2:36][CH3:37])[CH:32]=[C:31]2[CH2:21][C:22]([OH:24])=[O:23]. The yield is 0.740. The reactants are C(OC1C(F)=CC(Br)=C2C=1C([CH2:21][C:22]([OH:24])=[O:23])=CN2C)C1C=CC=CC=1.[Br:25][C:26]1[CH:27]=[C:28]2[O:41][CH2:40][CH2:39][O:38][C:29]2=[C:30]2[C:34]=1[N:33]([CH2:35][CH2:36][CH3:37])[CH:32]=[CH:31]2. No catalyst specified. (5) The reactants are Cl[C:2]1[N:7]=[CH:6][N:5]=[C:4]2[NH:8][N:9]=[CH:10][C:3]=12.[C:11]([O:15][C:16]([N:18]1[CH2:23][CH2:22][NH:21][CH2:20][CH2:19]1)=[O:17])([CH3:14])([CH3:13])[CH3:12].C(N(C(C)C)CC)(C)C. The catalyst is CN1C(=O)CCC1.C(OCC)(=O)C. The product is [C:11]([O:15][C:16]([N:18]1[CH2:23][CH2:22][N:21]([C:2]2[N:7]=[CH:6][N:5]=[C:4]3[NH:8][N:9]=[CH:10][C:3]=23)[CH2:20][CH2:19]1)=[O:17])([CH3:14])([CH3:12])[CH3:13]. The yield is 0.840. (6) The reactants are [C:1]([C:5]1[CH:11]=[CH:10][C:9]([N+:12]([O-:14])=[O:13])=[CH:8][C:6]=1N)([CH3:4])([CH3:3])[CH3:2].N([O-])=[O:16].[Na+].NC(N)=O.OS(O)(=O)=O.O. The catalyst is OS(O)(=O)=O.O. The product is [C:1]([C:5]1[CH:11]=[CH:10][C:9]([N+:12]([O-:14])=[O:13])=[CH:8][C:6]=1[OH:16])([CH3:4])([CH3:3])[CH3:2]. The yield is 0.620. (7) The reactants are F[B-](F)(F)F.[CH3:22][O:21][C:18]1[CH:19]=[CH:20][C:15]([I+][C:15]2[CH:20]=[CH:19][C:18]([O:21][CH3:22])=[C:17]([CH:23]([CH3:25])[CH3:24])[CH:16]=2)=[CH:16][C:17]=1[CH:23]([CH3:25])[CH3:24].[Cl:29][C:30]1[CH:31]=[C:32]([CH:37]=[C:38]([Cl:41])[C:39]=1[OH:40])[C:33]([O:35][CH3:36])=[O:34]. The product is [Cl:29][C:30]1[CH:31]=[C:32]([CH:37]=[C:38]([Cl:41])[C:39]=1[O:40][C:15]1[CH:20]=[CH:19][C:18]([O:21][CH3:22])=[C:17]([CH:23]([CH3:24])[CH3:25])[CH:16]=1)[C:33]([O:35][CH3:36])=[O:34]. The yield is 0.800. The catalyst is C(Cl)Cl.[Cu].